Predict the reactants needed to synthesize the given product. From a dataset of Full USPTO retrosynthesis dataset with 1.9M reactions from patents (1976-2016). (1) Given the product [C:6]([NH:25][C@@H:26]([CH2:29][CH3:30])[C@H:27]([OH:28])[CH3:4])([C:13]1[CH:18]=[CH:17][CH:16]=[CH:15][CH:14]=1)([C:19]1[CH:20]=[CH:21][CH:22]=[CH:23][CH:24]=1)[C:7]1[CH:12]=[CH:11][CH:10]=[CH:9][CH:8]=1, predict the reactants needed to synthesize it. The reactants are: S(C)C.[CH3:4][Li].[C:6]([NH:25][C@@H:26]([CH2:29][CH3:30])[CH:27]=[O:28])([C:19]1[CH:24]=[CH:23][CH:22]=[CH:21][CH:20]=1)([C:13]1[CH:18]=[CH:17][CH:16]=[CH:15][CH:14]=1)[C:7]1[CH:12]=[CH:11][CH:10]=[CH:9][CH:8]=1.[NH4+].[Cl-]. (2) Given the product [CH2:30]([O:29][C:27](=[O:28])[CH2:26][N:15]([C:16]1[C:20]([C:21](=[O:22])[NH2:23])=[CH:19][N:18]([CH3:24])[N:17]=1)[C:13](=[O:14])[CH2:12][CH2:11][C:5]1[CH:6]=[CH:7][CH:8]=[C:9]([F:10])[C:4]=1[F:3])[CH3:31], predict the reactants needed to synthesize it. The reactants are: [H-].[Na+].[F:3][C:4]1[C:9]([F:10])=[CH:8][CH:7]=[CH:6][C:5]=1[CH2:11][CH2:12][C:13]([NH:15][C:16]1[C:20]([C:21]([NH2:23])=[O:22])=[CH:19][N:18]([CH3:24])[N:17]=1)=[O:14].I[CH2:26][C:27]([O:29][CH2:30][CH3:31])=[O:28]. (3) Given the product [Cl:14][C:15]1[CH:20]=[C:19]([Cl:21])[CH:18]=[CH:17][C:16]=1[S:22]([NH:13][C:11]1[CH:12]=[C:3]([O:2][CH3:1])[CH:4]=[C:5]2[C:10]=1[N:9]=[CH:8][CH:7]=[CH:6]2)(=[O:24])=[O:23], predict the reactants needed to synthesize it. The reactants are: [CH3:1][O:2][C:3]1[CH:4]=[C:5]2[C:10](=[C:11]([NH2:13])[CH:12]=1)[N:9]=[CH:8][CH:7]=[CH:6]2.[Cl:14][C:15]1[CH:20]=[C:19]([Cl:21])[CH:18]=[CH:17][C:16]=1[S:22](Cl)(=[O:24])=[O:23]. (4) Given the product [NH2:1][C:4]1[C:12]2[O:11][C:10](=[O:13])[NH:9][C:8]=2[CH:7]=[CH:6][CH:5]=1, predict the reactants needed to synthesize it. The reactants are: [N+:1]([C:4]1[C:12]2[O:11][C:10](=[O:13])[NH:9][C:8]=2[CH:7]=[CH:6][CH:5]=1)([O-])=O.